From a dataset of Experimentally validated miRNA-target interactions with 360,000+ pairs, plus equal number of negative samples. Binary Classification. Given a miRNA mature sequence and a target amino acid sequence, predict their likelihood of interaction. The miRNA is hsa-miR-584-3p with sequence UCAGUUCCAGGCCAACCAGGCU. The protein sequence of the target gene is MDVEEDDLCLLTSLLEENEAVLPCSSEKDKSLSLGDGDPDEFDELFDADGDGESYTEEAGSGEEGKTGNQEERLATLFGDVEDLTDDEVATSKVGNSGPPPAPSQEKTSEELQDELKKLQEQMKSLQEQLKAASIKQPPGTAPLQEPPDSSLQPLLKEKRIRRIQESACFSAELDVPTLPKAKRVARKPKTPAESSSRMRTPAQPLQVSSSFLEPNHSSSSRSSTPSPQAVPGNKCSRTIRNQNTVSPGNSGDRPQQVSQVSVEAFSGLRLRRPRVSSTEMSRKMAGRKLIRLPQIKEKM.... Result: 0 (no interaction).